From a dataset of NCI-60 drug combinations with 297,098 pairs across 59 cell lines. Regression. Given two drug SMILES strings and cell line genomic features, predict the synergy score measuring deviation from expected non-interaction effect. Drug 1: CNC(=O)C1=NC=CC(=C1)OC2=CC=C(C=C2)NC(=O)NC3=CC(=C(C=C3)Cl)C(F)(F)F. Drug 2: C1C(C(OC1N2C=NC3=C2NC=NCC3O)CO)O. Cell line: NCI-H226. Synergy scores: CSS=2.06, Synergy_ZIP=5.50, Synergy_Bliss=1.88, Synergy_Loewe=1.13, Synergy_HSA=0.985.